Predict the reaction yield, written as a fraction of the theoretical maximum amount of product (1.0 means a 100% yield; for example, 0.34 means a 34% yield). From a dataset of Reaction yield outcomes from USPTO patents with 853,638 reactions. (1) The reactants are [CH:1](NC(C)C)(C)C.[Cl:8][C:9]1[CH:16]=[C:15]([N:17]2[C:21](=[O:22])[CH2:20][C@@H:19]([OH:23])[C@@H:18]2[CH2:24][CH3:25])[CH:14]=[CH:13][C:10]=1[C:11]#[N:12].IC.O. The catalyst is O1CCCC1. The product is [Cl:8][C:9]1[CH:16]=[C:15]([N:17]2[C:21](=[O:22])[C@H:20]([CH3:1])[C@@H:19]([OH:23])[C@@H:18]2[CH2:24][CH3:25])[CH:14]=[CH:13][C:10]=1[C:11]#[N:12]. The yield is 0.370. (2) The reactants are Br[C:2]1[CH:7]=[CH:6][CH:5]=[CH:4][N:3]=1.[CH2:8]([OH:11])[C:9]#[CH:10]. The catalyst is [Cu]I.C(NCC)C. The product is [N:3]1[CH:4]=[CH:5][CH:6]=[CH:7][C:2]=1[C:10]#[C:9][CH2:8][OH:11]. The yield is 0.770. (3) The reactants are [CH3:1][O:2][C:3](=[O:16])[C:4]1[CH:9]=[C:8]([N+:10]([O-:12])=[O:11])[CH:7]=[C:6]([N+:13]([O-])=O)[CH:5]=1.C(N(CC)CC)C.C(O)=O. The catalyst is CC#N.[Pd]. The product is [CH3:1][O:2][C:3](=[O:16])[C:4]1[CH:9]=[C:8]([N+:10]([O-:12])=[O:11])[CH:7]=[C:6]([NH2:13])[CH:5]=1. The yield is 0.590. (4) The reactants are [Cl:1][C:2]1[CH:7]=[CH:6][CH:5]=[CH:4][C:3]=1[C:8]1[CH:9]=[N:10][C:11]2[N:12]([N:21]=[CH:22][C:23]=2[C:24](=[O:34])[NH:25][C:26]2([C:32]#[N:33])[CH2:31][CH2:30][CH2:29][CH2:28][CH2:27]2)[C:13]=1[C:14]1[CH:19]=[CH:18][C:17]([Cl:20])=[CH:16][CH:15]=1.CS(O)(=O)=[O:37].C(=O)([O-])O.[Na+]. The catalyst is C(Cl)Cl.O. The product is [C:32]([C:26]1([NH:25][C:24]([C:23]2[CH:22]=[N:21][N:12]3[C:13]([C:14]4[CH:15]=[CH:16][C:17]([Cl:20])=[CH:18][CH:19]=4)=[C:8]([C:3]4[CH:4]=[CH:5][CH:6]=[CH:7][C:2]=4[Cl:1])[CH:9]=[N:10][C:11]=23)=[O:34])[CH2:31][CH2:30][CH2:29][CH2:28][CH2:27]1)(=[O:37])[NH2:33]. The yield is 0.250. (5) The reactants are [NH2:1][C:2]1[CH:3]=[C:4]([CH:17]=[CH:18][CH:19]=1)[O:5][C:6]1[C:15]2[N:14]=[CH:13][C:12](=[O:16])[NH:11][C:10]=2[N:9]=[CH:8][CH:7]=1.[F:20][C:21]1[CH:26]=[CH:25][C:24]([C:27]([F:30])([F:29])[F:28])=[CH:23][C:22]=1[N:31]=[C:32]=[O:33]. No catalyst specified. The product is [F:20][C:21]1[CH:26]=[CH:25][C:24]([C:27]([F:30])([F:29])[F:28])=[CH:23][C:22]=1[NH:31][C:32]([NH:1][C:2]1[CH:19]=[CH:18][CH:17]=[C:4]([O:5][C:6]2[C:15]3[N:14]=[CH:13][C:12](=[O:16])[NH:11][C:10]=3[N:9]=[CH:8][CH:7]=2)[CH:3]=1)=[O:33]. The yield is 0.420. (6) The reactants are Cl[C:2]1[N:7]=[C:6]([NH:8][C:9]2[CH:14]=[CH:13][C:12]3[O:15][CH2:16][CH2:17][O:18][C:11]=3[CH:10]=2)[C:5]([F:19])=[CH:4][N:3]=1.[CH:20](N(CC)C(C)C)(C)C.[CH2:29]([O:33][C:34]1[CH:40]=[CH:39][C:37](N)=[CH:36][CH:35]=1)[CH2:30][CH2:31][CH3:32]. The catalyst is C(O)CO. The product is [CH2:29]([O:33][C:34]1[CH:40]=[CH:39][C:37]([NH:7][C:2]2[CH:20]=[C:6]([NH:8][C:9]3[CH:14]=[CH:13][C:12]4[O:15][CH2:16][CH2:17][O:18][C:11]=4[CH:10]=3)[C:5]([F:19])=[CH:4][N:3]=2)=[CH:36][CH:35]=1)[CH2:30][CH2:31][CH3:32]. The yield is 0.490. (7) The reactants are Br[CH2:2][C:3]1[CH:8]=[CH:7][CH:6]=[C:5]([F:9])[C:4]=1[F:10].[Na].[C:12]([O:18][CH2:19][CH3:20])(=[O:17])[CH2:13][C:14]([CH3:16])=[O:15]. The catalyst is O1CCCC1. The product is [F:10][C:4]1[C:5]([F:9])=[CH:6][CH:7]=[CH:8][C:3]=1[CH2:2][CH:13]([C:14](=[O:15])[CH3:16])[C:12]([O:18][CH2:19][CH3:20])=[O:17]. The yield is 0.790.